From a dataset of Full USPTO retrosynthesis dataset with 1.9M reactions from patents (1976-2016). Predict the reactants needed to synthesize the given product. (1) The reactants are: [Mg].Br[C:3]1[CH:8]=[CH:7][C:6]([CH:9]([F:11])[F:10])=[CH:5][CH:4]=1.[F:12][C:13]1[CH:21]=[CH:20][CH:19]=[C:18]2[C:14]=1[C:15]([CH:45]=[O:46])=[CH:16][N:17]2[C@@H:22]1[O:39][C@H:38]([CH2:40][O:41][C:42](=[O:44])[CH3:43])[C@@H:33]([O:34][C:35](=[O:37])[CH3:36])[C@H:28]([O:29][C:30](=[O:32])[CH3:31])[C@H:23]1[O:24][C:25](=[O:27])[CH3:26].[Cl-].[NH4+]. Given the product [F:10][CH:9]([F:11])[C:6]1[CH:7]=[CH:8][C:3]([CH:45]([C:15]2[C:14]3[C:18](=[CH:19][CH:20]=[CH:21][C:13]=3[F:12])[N:17]([C@@H:22]3[O:39][C@H:38]([CH2:40][O:41][C:42](=[O:44])[CH3:43])[C@@H:33]([O:34][C:35](=[O:37])[CH3:36])[C@H:28]([O:29][C:30](=[O:32])[CH3:31])[C@H:23]3[O:24][C:25](=[O:27])[CH3:26])[CH:16]=2)[OH:46])=[CH:4][CH:5]=1, predict the reactants needed to synthesize it. (2) Given the product [CH3:10][C:8]1[N:7]([CH:11]2[CH2:14][N:13]([C:15]([O:17][C:18]([CH3:21])([CH3:20])[CH3:19])=[O:16])[CH2:12]2)[C:6]2[CH:22]=[C:2]([B:23]3[O:27][C:26]([CH3:29])([CH3:28])[C:25]([CH3:31])([CH3:30])[O:24]3)[CH:3]=[CH:4][C:5]=2[N:9]=1, predict the reactants needed to synthesize it. The reactants are: Br[C:2]1[CH:3]=[CH:4][C:5]2[N:9]=[C:8]([CH3:10])[N:7]([CH:11]3[CH2:14][N:13]([C:15]([O:17][C:18]([CH3:21])([CH3:20])[CH3:19])=[O:16])[CH2:12]3)[C:6]=2[CH:22]=1.[B:23]1([B:23]2[O:27][C:26]([CH3:29])([CH3:28])[C:25]([CH3:31])([CH3:30])[O:24]2)[O:27][C:26]([CH3:29])([CH3:28])[C:25]([CH3:31])([CH3:30])[O:24]1.C(Cl)Cl.CC([O-])=O.[K+]. (3) Given the product [F:1][CH2:2][C:3]([C:7]1[CH:11]=[C:10]([NH:12][C:14](=[O:15])[O:16][C:17]2[CH:22]=[CH:21][CH:20]=[CH:19][CH:18]=2)[O:9][N:8]=1)([CH3:6])[CH2:4][F:5], predict the reactants needed to synthesize it. The reactants are: [F:1][CH2:2][C:3]([C:7]1[CH:11]=[C:10]([NH2:12])[O:9][N:8]=1)([CH3:6])[CH2:4][F:5].Cl[C:14]([O:16][C:17]1[CH:22]=[CH:21][CH:20]=[CH:19][CH:18]=1)=[O:15].C([O-])([O-])=O.[K+].[K+].